Dataset: Forward reaction prediction with 1.9M reactions from USPTO patents (1976-2016). Task: Predict the product of the given reaction. Given the reactants [CH2:1]([N:8]1[C:16]2[C:11](=[CH:12][CH:13]=[CH:14][CH:15]=2)[C:10]([O:17][C:18]2[O:22][C:21]([CH:23]=[O:24])=[CH:20][CH:19]=2)=[N:9]1)[C:2]1[CH:7]=[CH:6][CH:5]=[CH:4][CH:3]=1.[BH4-].[Na+].C(O)(=O)CC(CC(O)=O)(C(O)=O)O, predict the reaction product. The product is: [CH2:1]([N:8]1[C:16]2[C:11](=[CH:12][CH:13]=[CH:14][CH:15]=2)[C:10]([O:17][C:18]2[O:22][C:21]([CH2:23][OH:24])=[CH:20][CH:19]=2)=[N:9]1)[C:2]1[CH:3]=[CH:4][CH:5]=[CH:6][CH:7]=1.